From a dataset of Full USPTO retrosynthesis dataset with 1.9M reactions from patents (1976-2016). Predict the reactants needed to synthesize the given product. (1) Given the product [CH3:10][C@@H:9]([NH:8][C:6](=[O:7])[O:5][C:2]([CH3:1])([CH3:3])[CH3:4])[C:11]([NH:61][C:60]1[CH:59]=[CH:58][C:57]([O:56][C:49]2[CH:50]=[C:51]([O:54][CH3:55])[CH:52]=[CH:53][C:48]=2[CH3:47])=[CH:63][CH:62]=1)=[O:13], predict the reactants needed to synthesize it. The reactants are: [CH3:1][C:2]([O:5][C:6]([NH:8][C@@H:9]([C:11]([OH:13])=O)[CH3:10])=[O:7])([CH3:4])[CH3:3].CCN(C(C)C)C(C)C.CN(C(ON1N=NC2C=CC=NC1=2)=[N+](C)C)C.F[P-](F)(F)(F)(F)F.[CH3:47][C:48]1[CH:53]=[CH:52][C:51]([O:54][CH3:55])=[CH:50][C:49]=1[O:56][C:57]1[CH:63]=[CH:62][C:60]([NH2:61])=[CH:59][CH:58]=1. (2) Given the product [N:5]1[NH:12][N:13]=[N:14][C:4]=1[C:3]1[CH:6]=[CH:7][CH:8]=[CH:9][C:2]=1[SH:1], predict the reactants needed to synthesize it. The reactants are: [SH:1][C:2]1[CH:9]=[CH:8][CH:7]=[CH:6][C:3]=1[C:4]#[N:5].[Cl-].[NH4+].[N-:12]=[N+:13]=[N-:14].[Na+].N#N.Cl.